This data is from Full USPTO retrosynthesis dataset with 1.9M reactions from patents (1976-2016). The task is: Predict the reactants needed to synthesize the given product. (1) Given the product [CH3:12][O:13][C:14](=[O:31])[CH2:15][C:16]1[CH:21]=[C:20]([C:2]2[C:9]([O:10][CH3:11])=[CH:8][CH:7]=[CH:6][C:3]=2[CH:4]=[O:5])[CH:19]=[CH:18][CH:17]=1, predict the reactants needed to synthesize it. The reactants are: Br[C:2]1[C:9]([O:10][CH3:11])=[CH:8][CH:7]=[CH:6][C:3]=1[CH:4]=[O:5].[CH3:12][O:13][C:14](=[O:31])[CH2:15][C:16]1[CH:21]=[CH:20][CH:19]=[C:18](B2OC(C)(C)C(C)(C)O2)[CH:17]=1. (2) Given the product [C:20]1([C:18]2[N:26]=[N:27][N:28]([C:2]3[CH:3]=[C:4]4[C:8](=[CH:9][CH:10]=3)[NH:7][C:6](=[O:11])[CH2:5]4)[CH:19]=2)[CH:25]=[CH:24][CH:23]=[CH:22][CH:21]=1, predict the reactants needed to synthesize it. The reactants are: Br[C:2]1[CH:3]=[C:4]2[C:8](=[CH:9][CH:10]=1)[NH:7][C:6](=[O:11])[CH2:5]2.CNCCNC.[C:18]([C:20]1[CH:25]=[CH:24][CH:23]=[CH:22][CH:21]=1)#[CH:19].[N-:26]=[N+:27]=[N-:28].[Na+].O=C1O[C@H]([C@H](CO)O)C([O-])=C1O.[Na+].